Dataset: Full USPTO retrosynthesis dataset with 1.9M reactions from patents (1976-2016). Task: Predict the reactants needed to synthesize the given product. (1) Given the product [I:2][C:3]1[CH:4]=[C:5]2[C:10](=[CH:11][CH:12]=1)[N:9]([CH2:13][CH:14]1[CH2:18][CH2:17][N:16]([CH2:25][CH:26]3[CH2:27][CH2:28][CH2:29][O:30]3)[CH2:15]1)[CH:8]=[C:7]([C:19]([O:21][CH2:22][CH3:23])=[O:20])[C:6]2=[O:24], predict the reactants needed to synthesize it. The reactants are: Cl.[I:2][C:3]1[CH:4]=[C:5]2[C:10](=[CH:11][CH:12]=1)[N:9]([CH2:13][CH:14]1[CH2:18][CH2:17][NH:16][CH2:15]1)[CH:8]=[C:7]([C:19]([O:21][CH2:22][CH3:23])=[O:20])[C:6]2=[O:24].[CH2:25](Cl)[CH:26]1[O:30][CH2:29][CH2:28][CH2:27]1.C(=O)([O-])[O-].[K+].[K+].O. (2) Given the product [CH2:20]([N:5]([CH2:2][CH2:3][CH3:4])[CH2:6][CH2:7][CH2:8][CH2:9][NH:10][CH2:11][C:12]1[CH:13]=[CH:14][C:15]([C:16]#[N:17])=[CH:18][CH:19]=1)[CH2:21][CH3:22], predict the reactants needed to synthesize it. The reactants are: Cl.[CH2:2]([N:5]([CH2:20][CH2:21][CH3:22])[CH2:6][CH2:7][CH2:8][CH2:9][NH:10][CH2:11][C:12]1[CH:19]=[CH:18][C:15]([C:16]#[N:17])=[CH:14][CH:13]=1)[CH2:3][CH3:4].[OH-].[Na+]. (3) Given the product [CH2:1]([O:3][C:4]1[CH:9]=[CH:8][C:7]([S:10]([N:47]2[CH2:46][CH2:45][N:44]([C:42]([C:37]3[N:36]([CH3:35])[O:40][NH+:39]([O-:41])[CH:38]=3)=[O:43])[CH2:49][CH2:48]2)(=[O:12])=[O:11])=[CH:6][C:5]=1[C:14]1[NH:19][C:18](=[O:20])[C:17]2=[C:21]([CH3:27])[N:22]=[C:23]([CH2:24][CH2:25][CH3:26])[N:16]2[N:15]=1)[CH3:2], predict the reactants needed to synthesize it. The reactants are: [CH2:1]([O:3][C:4]1[CH:9]=[CH:8][C:7]([S:10](Cl)(=[O:12])=[O:11])=[CH:6][C:5]=1[C:14]1[NH:19][C:18](=[O:20])[C:17]2=[C:21]([CH3:27])[N:22]=[C:23]([CH2:24][CH2:25][CH3:26])[N:16]2[N:15]=1)[CH3:2].FC(F)(F)C(O)=O.[CH3:35][N:36]1[O:40][NH+:39]([O-:41])[CH:38]=[C:37]1[C:42]([N:44]1[CH2:49][CH2:48][NH:47][CH2:46][CH2:45]1)=[O:43].C(N(CC)CC)C. (4) Given the product [C:21]([C:18]1[CH:19]=[CH:20][C:15]([N:12]2[CH2:11][CH2:10][N:9]([C:7]([C:6]3[CH:25]=[C:2]([NH:1][S:40]([CH3:39])(=[O:42])=[O:41])[CH:3]=[CH:4][C:5]=3[N:26]3[CH2:27][CH2:28][O:29][CH2:30][CH2:31]3)=[O:8])[CH2:14][CH2:13]2)=[C:16]([F:24])[CH:17]=1)(=[O:23])[CH3:22], predict the reactants needed to synthesize it. The reactants are: [NH2:1][C:2]1[CH:3]=[CH:4][C:5]([N:26]2[CH2:31][CH2:30][O:29][CH2:28][CH2:27]2)=[C:6]([CH:25]=1)[C:7]([N:9]1[CH2:14][CH2:13][N:12]([C:15]2[CH:20]=[CH:19][C:18]([C:21](=[O:23])[CH3:22])=[CH:17][C:16]=2[F:24])[CH2:11][CH2:10]1)=[O:8].C(N(CC)CC)C.[CH3:39][S:40](Cl)(=[O:42])=[O:41]. (5) Given the product [Cl:30][C:17]1[CH:16]=[C:15]([N:6]([C:7]2[CH:12]=[CH:11][C:10]([F:13])=[CH:9][C:8]=2[CH3:14])[C:5]([O:4][CH:2]([O:37][C:32](=[O:36])[CH2:33][CH2:34][CH3:35])[CH3:3])=[O:31])[CH:20]=[CH:19][C:18]=1[C:21](=[O:29])[C:22]1[CH:27]=[CH:26][CH:25]=[CH:24][C:23]=1[CH3:28], predict the reactants needed to synthesize it. The reactants are: Cl[CH:2]([O:4][C:5](=[O:31])[N:6]([C:15]1[CH:20]=[CH:19][C:18]([C:21](=[O:29])[C:22]2[CH:27]=[CH:26][CH:25]=[CH:24][C:23]=2[CH3:28])=[C:17]([Cl:30])[CH:16]=1)[C:7]1[CH:12]=[CH:11][C:10]([F:13])=[CH:9][C:8]=1[CH3:14])[CH3:3].[C:32]([O-:37])(=[O:36])[CH2:33][CH2:34][CH3:35].C([N+](CCCC)(CCCC)CCCC)CCC.